This data is from Catalyst prediction with 721,799 reactions and 888 catalyst types from USPTO. The task is: Predict which catalyst facilitates the given reaction. (1) Reactant: Br[C:2]1[CH:3]=[CH:4][C:5]2[O:9][CH:8]=[CH:7][C:6]=2[CH:10]=1.[Li]CCCC.[B:16](OC(C)C)([O:21]C(C)C)[O:17]C(C)C. Product: [O:9]1[C:5]2[CH:4]=[CH:3][C:2]([B:16]([OH:21])[OH:17])=[CH:10][C:6]=2[CH:7]=[CH:8]1. The catalyst class is: 7. (2) Reactant: [Br:1][C:2]1[CH:3]=[C:4]([CH:9]=[C:10]([CH:12]=[CH2:13])[CH:11]=1)[C:5]([O:7][CH3:8])=[O:6].ClC1C=CC=C(C(OO)=[O:22])C=1.C(=O)(O)[O-].[Na+]. Product: [Br:1][C:2]1[CH:3]=[C:4]([CH:9]=[C:10]([CH:12]2[CH2:13][O:22]2)[CH:11]=1)[C:5]([O:7][CH3:8])=[O:6]. The catalyst class is: 2. (3) Reactant: [I:1][C:2]1[CH:7]=[CH:6][C:5]([N:8]2[CH:12]=[N:11][C:10]([C:13]([O:15]C)=[O:14])=[N:9]2)=[CH:4][CH:3]=1.[OH-].[Na+].Cl. Product: [I:1][C:2]1[CH:7]=[CH:6][C:5]([N:8]2[CH:12]=[N:11][C:10]([C:13]([OH:15])=[O:14])=[N:9]2)=[CH:4][CH:3]=1. The catalyst class is: 92.